This data is from Reaction yield outcomes from USPTO patents with 853,638 reactions. The task is: Predict the reaction yield, written as a fraction of the theoretical maximum amount of product (1.0 means a 100% yield; for example, 0.34 means a 34% yield). The yield is 0.680. The reactants are [CH:1]([C:3]1[CH:8]=[CH:7][C:6](B(O)O)=[CH:5][CH:4]=1)=[O:2].Br[C:13]1[CH:18]=[CH:17][CH:16]=[CH:15][N:14]=1.C(O)C.C([O-])([O-])=O.[Na+].[Na+]. The catalyst is C1(C)C=CC=CC=1.C1C=CC([P]([Pd]([P](C2C=CC=CC=2)(C2C=CC=CC=2)C2C=CC=CC=2)([P](C2C=CC=CC=2)(C2C=CC=CC=2)C2C=CC=CC=2)[P](C2C=CC=CC=2)(C2C=CC=CC=2)C2C=CC=CC=2)(C2C=CC=CC=2)C2C=CC=CC=2)=CC=1. The product is [N:14]1[CH:15]=[CH:16][CH:17]=[CH:18][C:13]=1[C:6]1[CH:7]=[CH:8][C:3]([CH:1]=[O:2])=[CH:4][CH:5]=1.